Dataset: HIV replication inhibition screening data with 41,000+ compounds from the AIDS Antiviral Screen. Task: Binary Classification. Given a drug SMILES string, predict its activity (active/inactive) in a high-throughput screening assay against a specified biological target. The drug is COC(=O)NN=C(C)C(CN1CCCCC1)C(C1=C(O)c2ccccc2OC1)c1ccccc1.Cl. The result is 0 (inactive).